Dataset: Reaction yield outcomes from USPTO patents with 853,638 reactions. Task: Predict the reaction yield, written as a fraction of the theoretical maximum amount of product (1.0 means a 100% yield; for example, 0.34 means a 34% yield). (1) The product is [Cl:2][CH2:3][CH2:4][CH2:5][N:6]1[CH2:11][CH2:10][CH2:9][CH2:8][CH2:7]1. The catalyst is O. The reactants are Cl.[Cl:2][CH2:3][CH2:4][CH2:5][N:6]1[CH2:11][CH2:10][CH2:9][CH2:8][CH2:7]1.C(=O)([O-])[O-].[K+].[K+].[OH-].[Na+].C(OCC)C. The yield is 0.944. (2) The reactants are [CH3:1][O:2][C:3]1[CH:8]=[C:7](Br)[CH:6]=[CH:5][C:4]=1[N+:10]([O-:12])=[O:11].O.[CH2:14](O)[CH2:15]C. The catalyst is C1C=CC(P(C2C=CC=CC=2)[C-]2C=CC=C2)=CC=1.C1C=CC(P(C2C=CC=CC=2)[C-]2C=CC=C2)=CC=1.Cl[Pd]Cl.[Fe+2]. The product is [CH3:1][O:2][C:3]1[CH:8]=[C:7]([CH:14]=[CH2:15])[CH:6]=[CH:5][C:4]=1[N+:10]([O-:12])=[O:11]. The yield is 0.580. (3) The reactants are C[Si](C)(C)[C:3]#[C:4][C@@H:5]1[C@@H:10]([O:11][CH2:12][C:13]2[CH:18]=[CH:17][CH:16]=[CH:15][CH:14]=2)[C@@H:9]([O:19][CH2:20][C:21]2[CH:26]=[CH:25][CH:24]=[CH:23][CH:22]=2)[C@H:8]([O:27][CH2:28][C:29]2[CH:34]=[CH:33][CH:32]=[CH:31][CH:30]=2)[C@@H:7]([CH2:35][O:36][CH2:37][C:38]2[CH:43]=[CH:42][CH:41]=[CH:40][CH:39]=2)[O:6]1.[C:46]([O:49][C@@H:50]1[C@H:55]([O:56][C:57](=[O:59])[CH3:58])[C@@H:54]([N:60]=[N+:61]=[N-:62])[O:53][C@@H:52]([CH2:63][O:64][C:65](=[O:67])[CH3:66])[C@H:51]1CC([O-])=O)(=[O:48])[CH3:47].[O:72]=[C:73]1[O:79][C@H]([C@H](CO)O)C([O-])=[C:74]1O.[Na+]. The catalyst is C(O)C.O.[O-]S([O-])(=O)=O.[Cu+2]. The product is [C:65]([O:64][CH2:63][C@@H:52]1[C@@H:51]([O:79][C:73](=[O:72])[CH3:74])[C@H:50]([O:49][C:46](=[O:48])[CH3:47])[C@H:55]([O:56][C:57](=[O:59])[CH3:58])[C@@H:54]([N:60]2[CH:3]=[C:4]([C@@H:5]3[C@@H:10]([O:11][CH2:12][C:13]4[CH:18]=[CH:17][CH:16]=[CH:15][CH:14]=4)[C@@H:9]([O:19][CH2:20][C:21]4[CH:26]=[CH:25][CH:24]=[CH:23][CH:22]=4)[C@H:8]([O:27][CH2:28][C:29]4[CH:34]=[CH:33][CH:32]=[CH:31][CH:30]=4)[C@@H:7]([CH2:35][O:36][CH2:37][C:38]4[CH:43]=[CH:42][CH:41]=[CH:40][CH:39]=4)[O:6]3)[N:62]=[N:61]2)[O:53]1)(=[O:67])[CH3:66]. The yield is 0.598. (4) The reactants are C([O-])([O-])=O.[Na+].[Na+].[Li+].[Cl-].I[C:10]1[N:15]=[C:14]([C:16]#[N:17])[CH:13]=[CH:12][C:11]=1[NH:18][CH:19]1[CH2:24][CH2:23][CH2:22][CH2:21][O:20]1.[CH2:25]([Si:27]([CH2:39][CH3:40])([CH2:37][CH3:38])[C:28]#[C:29][C:30]1[CH:35]=[CH:34][C:33]([F:36])=[CH:32][CH:31]=1)[CH3:26].[Na+].[Cl-]. The catalyst is CN(C=O)C.C1C=CC(P(C2C=CC=CC=2)[C-]2C=CC=C2)=CC=1.C1C=CC(P(C2C=CC=CC=2)[C-]2C=CC=C2)=CC=1.Cl[Pd]Cl.[Fe+2].C(Cl)Cl. The product is [F:36][C:33]1[CH:34]=[CH:35][C:30]([C:29]2[C:10]3=[N:15][C:14]([C:16]#[N:17])=[CH:13][CH:12]=[C:11]3[N:18]([CH:19]3[CH2:24][CH2:23][CH2:22][CH2:21][O:20]3)[C:28]=2[Si:27]([CH2:25][CH3:26])([CH2:39][CH3:40])[CH2:37][CH3:38])=[CH:31][CH:32]=1. The yield is 0.410. (5) The product is [CH2:12]([O:19][C:20]1[CH:21]=[CH:22][C:23]([CH2:26][O:11][C:7]2[CH:6]=[C:5]3[C:10](=[CH:9][CH:8]=2)[N:1]=[CH:2][CH:3]=[CH:4]3)=[CH:24][CH:25]=1)[C:13]1[CH:14]=[CH:15][CH:16]=[CH:17][CH:18]=1. The reactants are [N:1]1[C:10]2[C:5](=[CH:6][C:7]([OH:11])=[CH:8][CH:9]=2)[CH:4]=[CH:3][CH:2]=1.[CH2:12]([O:19][C:20]1[CH:25]=[CH:24][C:23]([CH2:26]Cl)=[CH:22][CH:21]=1)[C:13]1[CH:18]=[CH:17][CH:16]=[CH:15][CH:14]=1.CC(C)([O-])C.[K+]. The yield is 0.860. The catalyst is CS(C)=O. (6) The reactants are [C:1]([O:6][CH2:7][C:8]1[O:12][CH:11]=[CH:10][CH:9]=1)(=[O:5])[C:2]([CH3:4])=[CH2:3].[OH:13][CH2:14][CH2:15][CH2:16][CH2:17][CH2:18][CH2:19][CH2:20][CH2:21][CH2:22][CH2:23][N:24]1[C:28](=[O:29])[CH:27]=[CH:26][C:25]1=[O:30]. The catalyst is C1(C)C=CC=CC=1. The product is [OH:13][CH2:14][CH2:15][CH2:16][CH2:17][CH2:18][CH2:19][CH2:20][CH2:21][CH2:22][CH2:23][N:24]1[C:28](=[O:29])[CH:27]2[CH:26]([C:8]3([CH2:7][O:6][C:1](=[O:5])[C:2]([CH3:4])=[CH2:3])[O:12][CH:11]2[CH:10]=[CH:9]3)[C:25]1=[O:30]. The yield is 0.330. (7) The reactants are [N+:1]([C:4]1[CH:9]=[CH:8][C:7]([NH2:10])=[C:6]([NH2:11])[CH:5]=1)([O-:3])=[O:2]. The catalyst is C(Cl)(Cl)Cl.CO. The product is [CH2:9]([C:8]1[NH:11][C:6]2[CH:5]=[C:4]([N+:1]([O-:3])=[O:2])[CH:9]=[CH:8][C:7]=2[N:10]=1)[CH2:4][CH2:5][CH2:6][CH3:7]. The yield is 0.780. (8) The reactants are [CH3:1][N:2]([CH3:30])[CH2:3][CH2:4][N:5]([CH3:29])[CH2:6][CH2:7][N:8]1[C:16]2[C:11](=[CH:12][C:13]([O:17][CH3:18])=[CH:14][CH:15]=2)[C:10]([CH:19]=O)=[C:9]1[C:21]1[C:22]([CH3:28])=[N:23][N:24]([CH3:27])[C:25]=1[CH3:26].[CH3:31][NH:32][C:33]([NH:35][C:36]1[CH:37]=[CH:38][C:39]2[O:43][CH2:42][C:41](=[O:44])[C:40]=2[CH:45]=1)=[O:34].C([O-])([O-])=O.[Na+].[Na+].CCOC(C)=O. The catalyst is Cl.CCO. The product is [CH3:30][N:2]([CH3:1])[CH2:3][CH2:4][N:5]([CH3:29])[CH2:6][CH2:7][N:8]1[C:16]2[C:11](=[CH:12][C:13]([O:17][CH3:18])=[CH:14][CH:15]=2)[C:10](/[CH:19]=[C:42]2\[O:43][C:39]3[CH:38]=[CH:37][C:36]([NH:35][C:33]([NH:32][CH3:31])=[O:34])=[CH:45][C:40]=3[C:41]\2=[O:44])=[C:9]1[C:21]1[C:22]([CH3:28])=[N:23][N:24]([CH3:27])[C:25]=1[CH3:26]. The yield is 0.130. (9) The reactants are [CH3:1]/[C:2](=[CH:8]\[C:9]1[CH:14]=[C:13]([F:15])[C:12](F)=[C:11]([F:17])[CH:10]=1)/[C:3]([O:5][CH2:6][CH3:7])=[O:4].[C:18]1([OH:24])[CH:23]=[CH:22][CH:21]=[CH:20][CH:19]=1.C([O-])([O-])=O.[K+].[K+]. The catalyst is CN(C=O)C. The product is [F:15][C:13]1[CH:14]=[C:9](/[CH:8]=[C:2](\[CH3:1])/[C:3]([O:5][CH2:6][CH3:7])=[O:4])[CH:10]=[C:11]([F:17])[C:12]=1[O:24][C:18]1[CH:23]=[CH:22][CH:21]=[CH:20][CH:19]=1. The yield is 0.890.